From a dataset of Catalyst prediction with 721,799 reactions and 888 catalyst types from USPTO. Predict which catalyst facilitates the given reaction. Reactant: [CH2:1]([O:8][C:9]1[CH:17]=[C:16]2[C:12]([CH:13]=[CH:14][NH:15]2)=[CH:11][C:10]=1[O:18][CH3:19])[C:2]1[CH:7]=[CH:6][CH:5]=[CH:4][CH:3]=1.[OH-].[K+].[I:22]I.[C:24]([O:28][C:29]([O:31]C(OC(C)(C)C)=O)=O)([CH3:27])([CH3:26])[CH3:25].S([O-])([O-])=O.[Na+].[Na+]. Product: [C:24]([O:28][C:29]([N:15]1[C:16]2[C:12](=[CH:11][C:10]([O:18][CH3:19])=[C:9]([O:8][CH2:1][C:2]3[CH:3]=[CH:4][CH:5]=[CH:6][CH:7]=3)[CH:17]=2)[C:13]([I:22])=[CH:14]1)=[O:31])([CH3:27])([CH3:26])[CH3:25]. The catalyst class is: 546.